Task: Predict the product of the given reaction.. Dataset: Forward reaction prediction with 1.9M reactions from USPTO patents (1976-2016) (1) Given the reactants [CH2:1]([C:4]([CH2:11][C:12]#[CH:13])([C:8]([OH:10])=[O:9])[C:5]([OH:7])=[O:6])[C:2]#[CH:3].[OH-].[Na+].[N+]([O-])(O)=O.[N+]([O-])([O-])=O.[Ag+:24], predict the reaction product. The product is: [CH2:11]([C:4]([CH2:1][C:2]#[CH:3])([C:8]([O-:10])=[O:9])[C:5]([O-:7])=[O:6])[C:12]#[CH:13].[Ag+2:24]. (2) Given the reactants [ClH:1].CCOC(C)=O.[CH3:8][C:9]1[N:14]=[C:13]([N:15]2[CH2:20][CH2:19][CH:18]([CH2:21][CH2:22][CH2:23][CH:24]3[CH2:29][CH2:28][N:27](C(OC(C)(C)C)=O)[CH2:26][CH2:25]3)[CH2:17][CH2:16]2)[CH:12]=[CH:11][CH:10]=1, predict the reaction product. The product is: [ClH:1].[ClH:1].[CH3:8][C:9]1[CH:10]=[CH:11][CH:12]=[C:13]([N:15]2[CH2:20][CH2:19][CH:18]([CH2:21][CH2:22][CH2:23][CH:24]3[CH2:25][CH2:26][NH:27][CH2:28][CH2:29]3)[CH2:17][CH2:16]2)[N:14]=1. (3) Given the reactants Br[C:2]1[CH:22]=[CH:21][C:5]([CH2:6][S:7]([NH:10][C:11]2[CH:19]=[CH:18][C:14]([C:15]([OH:17])=[O:16])=[C:13]([OH:20])[CH:12]=2)(=[O:9])=[O:8])=[CH:4][CH:3]=1.[C:23]1(B(O)O)[CH:28]=[CH:27][CH:26]=[CH:25][CH:24]=1.CCN(C(C)C)C(C)C.C(Cl)Cl, predict the reaction product. The product is: [C:2]1([C:23]2[CH:28]=[CH:27][CH:26]=[CH:25][CH:24]=2)[CH:22]=[CH:21][C:5]([CH2:6][S:7]([NH:10][C:11]2[CH:19]=[CH:18][C:14]([C:15]([OH:17])=[O:16])=[C:13]([OH:20])[CH:12]=2)(=[O:9])=[O:8])=[CH:4][CH:3]=1. (4) Given the reactants [N+:1]([C:4]1[CH:26]=[CH:25][C:7]([CH2:8][N:9]([CH2:15][C:16]2[CH:21]=[CH:20][C:19]([N+:22]([O-])=O)=[CH:18][CH:17]=2)[C:10]2[CH:14]=[CH:13][O:12][N:11]=2)=[CH:6][CH:5]=1)([O-])=O.[N+](C1C=CC(CN(CC2C=CC([N+]([O-])=O)=CC=2)C2C=CC=CC=2)=CC=1)([O-])=O, predict the reaction product. The product is: [NH2:1][C:4]1[CH:5]=[CH:6][C:7]([CH2:8][N:9]([CH2:15][C:16]2[CH:21]=[CH:20][C:19]([NH2:22])=[CH:18][CH:17]=2)[C:10]2[CH:14]=[CH:13][O:12][N:11]=2)=[CH:25][CH:26]=1.